This data is from NCI-60 drug combinations with 297,098 pairs across 59 cell lines. The task is: Regression. Given two drug SMILES strings and cell line genomic features, predict the synergy score measuring deviation from expected non-interaction effect. (1) Drug 1: C1=CC(=CC=C1CCCC(=O)O)N(CCCl)CCCl. Drug 2: CC(C)(C#N)C1=CC(=CC(=C1)CN2C=NC=N2)C(C)(C)C#N. Cell line: HOP-62. Synergy scores: CSS=41.9, Synergy_ZIP=0.819, Synergy_Bliss=-2.67, Synergy_Loewe=-1.89, Synergy_HSA=-2.32. (2) Drug 1: CC1=C(C(=O)C2=C(C1=O)N3CC4C(C3(C2COC(=O)N)OC)N4)N. Drug 2: CC1CC(C(C(C=C(C(C(C=CC=C(C(=O)NC2=CC(=O)C(=C(C1)C2=O)OC)C)OC)OC(=O)N)C)C)O)OC. Cell line: UACC62. Synergy scores: CSS=53.8, Synergy_ZIP=-5.05, Synergy_Bliss=-8.08, Synergy_Loewe=-5.37, Synergy_HSA=-2.75. (3) Drug 1: C(=O)(N)NO. Drug 2: COC1=NC(=NC2=C1N=CN2C3C(C(C(O3)CO)O)O)N. Cell line: K-562. Synergy scores: CSS=-6.48, Synergy_ZIP=-0.855, Synergy_Bliss=-7.36, Synergy_Loewe=-11.7, Synergy_HSA=-8.74. (4) Drug 1: C1=C(C(=O)NC(=O)N1)N(CCCl)CCCl. Drug 2: COC1=NC(=NC2=C1N=CN2C3C(C(C(O3)CO)O)O)N. Cell line: NCI-H226. Synergy scores: CSS=18.8, Synergy_ZIP=6.79, Synergy_Bliss=8.84, Synergy_Loewe=1.21, Synergy_HSA=8.33. (5) Drug 1: CN1CCC(CC1)COC2=C(C=C3C(=C2)N=CN=C3NC4=C(C=C(C=C4)Br)F)OC. Drug 2: CCC1=CC2CC(C3=C(CN(C2)C1)C4=CC=CC=C4N3)(C5=C(C=C6C(=C5)C78CCN9C7C(C=CC9)(C(C(C8N6C)(C(=O)OC)O)OC(=O)C)CC)OC)C(=O)OC.C(C(C(=O)O)O)(C(=O)O)O. Cell line: HCT116. Synergy scores: CSS=49.4, Synergy_ZIP=11.2, Synergy_Bliss=10.7, Synergy_Loewe=-6.82, Synergy_HSA=10.8.